From a dataset of Reaction yield outcomes from USPTO patents with 853,638 reactions. Predict the reaction yield, written as a fraction of the theoretical maximum amount of product (1.0 means a 100% yield; for example, 0.34 means a 34% yield). (1) The reactants are [C:1]([O:9]CC)(=[O:8])[CH2:2][C:3](OCC)=O.[H-].[Na+].ClC[C:16]1[CH:17]=[N:18][O:19][C:20]=1[C:21]1[CH:26]=[CH:25][C:24]([Cl:27])=[C:23]([CH3:28])[CH:22]=1.Cl. The catalyst is O1CCCC1.O. The product is [Cl:27][C:24]1[CH:25]=[CH:26][C:21]([C:20]2[O:19][N:18]=[CH:17][C:16]=2[CH2:3][CH2:2][C:1]([OH:9])=[O:8])=[CH:22][C:23]=1[CH3:28]. The yield is 0.580. (2) The reactants are [CH3:1][C:2]1([CH3:34])[CH2:10][C:9]2[N:8]([C:11]3[CH:18]=[CH:17][C:14]([C:15]#[N:16])=[C:13]([NH:19][C:20]4[CH:25]=[C:24]([O:26][CH3:27])[C:23]([O:28][CH3:29])=[C:22]([O:30][CH3:31])[CH:21]=4)[CH:12]=3)[N:7]=[C:6]([CH3:32])[C:5]=2[C:4](=[O:33])[CH2:3]1.C([OH:37])C.CS(C)=O.[OH-].[Na+].OO. The catalyst is O. The product is [CH3:1][C:2]1([CH3:34])[CH2:10][C:9]2[N:8]([C:11]3[CH:18]=[CH:17][C:14]([C:15]([NH2:16])=[O:37])=[C:13]([NH:19][C:20]4[CH:25]=[C:24]([O:26][CH3:27])[C:23]([O:28][CH3:29])=[C:22]([O:30][CH3:31])[CH:21]=4)[CH:12]=3)[N:7]=[C:6]([CH3:32])[C:5]=2[C:4](=[O:33])[CH2:3]1. The yield is 0.990. (3) The reactants are [Br:1][C:2]1[CH:3]=[CH:4][C:5]([C:8]([OH:10])=O)=[N:6][CH:7]=1.C(Cl)(=O)C(Cl)=O.Cl.[CH3:18][NH:19][CH3:20].C(N(CC)CC)C. The yield is 1.00. The product is [Br:1][C:2]1[CH:3]=[CH:4][C:5]([C:8]([N:19]([CH3:20])[CH3:18])=[O:10])=[N:6][CH:7]=1. The catalyst is C(Cl)Cl.CN(C=O)C. (4) The reactants are [I:1][C:2]1[CH:8]=[C:7]([C:9]([F:12])([F:11])[F:10])[CH:6]=[CH:5][C:3]=1[NH2:4].Cl[C:14]([O:16][CH2:17][CH3:18])=[O:15]. The catalyst is N1C=CC=CC=1. The product is [CH2:17]([O:16][C:14]([NH:4][C:3]1[CH:5]=[CH:6][C:7]([C:9]([F:10])([F:11])[F:12])=[CH:8][C:2]=1[I:1])=[O:15])[CH3:18]. The yield is 0.550. (5) The reactants are [F:1][C:2]([F:17])([F:16])[C:3]([NH:5][CH2:6][CH2:7][NH:8]C(=O)OC(C)(C)C)=[O:4].[F:18][C:19]([F:24])([F:23])[C:20]([OH:22])=[O:21]. No catalyst specified. The product is [F:18][C:19]([F:24])([F:23])[C:20]([OH:22])=[O:21].[NH2:8][CH2:7][CH2:6][NH:5][C:3](=[O:4])[C:2]([F:17])([F:16])[F:1]. The yield is 0.990. (6) The reactants are Cl[C:2]1[N:7]=[C:6]([Cl:8])[N:5]=[C:4]([NH:9][C:10]2[N:11]=[CH:12][N:13]([CH2:15][O:16][CH3:17])[CH:14]=2)[N:3]=1.Cl.[F:19][C:20]1[CH:21]=[N:22][C:23]([C@@H:26]([NH2:28])[CH3:27])=[N:24][CH:25]=1. No catalyst specified. The product is [Cl:8][C:6]1[N:7]=[C:2]([NH:28][C@H:26]([C:23]2[N:24]=[CH:25][C:20]([F:19])=[CH:21][N:22]=2)[CH3:27])[N:3]=[C:4]([NH:9][C:10]2[N:11]=[CH:12][N:13]([CH2:15][O:16][CH3:17])[CH:14]=2)[N:5]=1. The yield is 0.610. (7) The reactants are [CH3:1][Li].[C:3]1([C:9]2[C:21]3[C:20]4[C:15](=[CH:16][C:17]([C:22]([CH3:25])([CH3:24])[CH3:23])=[CH:18][CH:19]=4)[CH2:14][C:13]=3[CH:12]=[C:11]([C:26]([CH3:29])([CH3:28])[CH3:27])[CH:10]=2)[CH:8]=[CH:7][CH:6]=[CH:5][CH:4]=1.C[C:31]([CH3:37])=[C:32]1[CH:36]=[CH:35][CH:34]=[CH:33]1. The catalyst is C1COCC1. The product is [CH:32]1([CH:31]([C:12]2[C:13]3[CH2:14][C:15]4[C:20](=[CH:19][CH:18]=[C:17]([C:22]([CH3:23])([CH3:25])[CH3:24])[CH:16]=4)[C:21]=3[C:9]([C:3]3[CH:4]=[CH:5][CH:6]=[CH:7][CH:8]=3)=[CH:10][C:11]=2[C:26]([CH3:29])([CH3:28])[CH3:27])[CH2:37][CH3:1])[CH:33]=[CH:34][CH:35]=[CH:36]1. The yield is 0.520.